This data is from Forward reaction prediction with 1.9M reactions from USPTO patents (1976-2016). The task is: Predict the product of the given reaction. (1) Given the reactants [CH3:1][O:2][C:3]1[CH:8]=[CH:7][C:6]([C:9]2[O:10][C:11]3[C:16]([C:17](=[O:19])[CH:18]=2)=[CH:15][C:14]([CH:20]([CH3:24])[C:21](O)=[O:22])=[CH:13][CH:12]=3)=[CH:5][CH:4]=1.C(N(CC)C(C)C)(C)C.[C:34]([O:38][C:39]([N:41]1[C:45]([NH2:46])=[CH:44][C:43]([CH:47]2[CH2:49][CH2:48]2)=[N:42]1)=[O:40])([CH3:37])([CH3:36])[CH3:35], predict the reaction product. The product is: [CH:47]1([C:43]2[CH:44]=[C:45]([NH:46][C:21](=[O:22])[CH:20]([C:14]3[CH:15]=[C:16]4[C:11](=[CH:12][CH:13]=3)[O:10][C:9]([C:6]3[CH:7]=[CH:8][C:3]([O:2][CH3:1])=[CH:4][CH:5]=3)=[CH:18][C:17]4=[O:19])[CH3:24])[N:41]([C:39]([O:38][C:34]([CH3:37])([CH3:35])[CH3:36])=[O:40])[N:42]=2)[CH2:48][CH2:49]1. (2) Given the reactants Br[C:2]1[N:7]=[C:6]([NH:8][C:9]([C:11]2[CH:33]=[CH:32][C:14]([O:15][C:16]3[CH:25]=[C:24]4[C:19]([CH:20]([C:26]([O:28][CH2:29][CH3:30])=[O:27])[CH2:21][CH2:22][O:23]4)=[CH:18][C:17]=3[Cl:31])=[CH:13][CH:12]=2)=[O:10])[CH:5]=[CH:4][CH:3]=1.[F:34][C:35]1[CH:40]=[C:39]([F:41])[CH:38]=[CH:37][C:36]=1B(O)O.[F-].[Cs+].C(N(CC)CC)C, predict the reaction product. The product is: [Cl:31][C:17]1[CH:18]=[C:19]2[C:24](=[CH:25][C:16]=1[O:15][C:14]1[CH:32]=[CH:33][C:11]([C:9](=[O:10])[NH:8][C:6]3[CH:5]=[CH:4][CH:3]=[C:2]([C:38]4[CH:37]=[CH:36][C:35]([F:34])=[CH:40][C:39]=4[F:41])[N:7]=3)=[CH:12][CH:13]=1)[O:23][CH2:22][CH2:21][CH:20]2[C:26]([O:28][CH2:29][CH3:30])=[O:27].